From a dataset of Full USPTO retrosynthesis dataset with 1.9M reactions from patents (1976-2016). Predict the reactants needed to synthesize the given product. (1) Given the product [C:5]([Cl:3])(=[O:13])[C:6]1[CH:11]=[CH:10][CH:9]=[CH:8][CH:7]=1, predict the reactants needed to synthesize it. The reactants are: S(Cl)([Cl:3])=O.[C:5]([OH:13])(=O)[C:6]1[CH:11]=[CH:10][CH:9]=[CH:8][CH:7]=1. (2) Given the product [CH3:1][CH:2]1[CH:7]([CH3:8])[CH2:6][CH2:5][CH2:4][CH:3]1[NH:9][CH2:11][CH2:10][CH2:16][S:13]([OH:15])(=[O:14])=[O:12], predict the reactants needed to synthesize it. The reactants are: [CH3:1][CH:2]1[CH:7]([CH3:8])[CH2:6][CH2:5][CH2:4][CH:3]1[NH2:9].[CH2:10]1[CH2:16][S:13](=[O:15])(=[O:14])[O:12][CH2:11]1. (3) Given the product [C:28]1([S:25]([N:20]2[C:21]3[C:17]([CH:16]([C:14]4[CH:13]=[C:12]([N:34]5[CH2:39][CH2:38][O:37][CH2:36][CH2:35]5)[N:11]=[C:10]([CH2:9][CH2:8][NH2:7])[N:15]=4)[CH:24]=[CH:23][CH:22]=3)=[CH:18][CH2:19]2)(=[O:26])=[O:27])[CH:33]=[CH:32][CH:31]=[CH:30][CH:29]=1, predict the reactants needed to synthesize it. The reactants are: C(OC(=O)[NH:7][CH2:8][CH2:9][C:10]1[N:15]=[C:14]([C:16]2[CH:24]=[CH:23][CH:22]=[C:21]3[C:17]=2[CH:18]=[CH:19][N:20]3[S:25]([C:28]2[CH:33]=[CH:32][CH:31]=[CH:30][CH:29]=2)(=[O:27])=[O:26])[CH:13]=[C:12]([N:34]2[CH2:39][CH2:38][O:37][CH2:36][CH2:35]2)[N:11]=1)(C)(C)C.C(O)(C(F)(F)F)=O.